From a dataset of Peptide-MHC class I binding affinity with 185,985 pairs from IEDB/IMGT. Regression. Given a peptide amino acid sequence and an MHC pseudo amino acid sequence, predict their binding affinity value. This is MHC class I binding data. (1) The peptide sequence is DINESMSQM. The MHC is HLA-A02:01 with pseudo-sequence HLA-A02:01. The binding affinity (normalized) is 0. (2) The peptide sequence is QFKQDSKYSH. The MHC is HLA-A03:01 with pseudo-sequence HLA-A03:01. The binding affinity (normalized) is 0. (3) The peptide sequence is ILGLPTQTV. The MHC is HLA-B27:05 with pseudo-sequence HLA-B27:05. The binding affinity (normalized) is 0.0847. (4) The peptide sequence is WLHECTDESR. The MHC is HLA-A31:01 with pseudo-sequence HLA-A31:01. The binding affinity (normalized) is 0.192.